Dataset: NCI-60 drug combinations with 297,098 pairs across 59 cell lines. Task: Regression. Given two drug SMILES strings and cell line genomic features, predict the synergy score measuring deviation from expected non-interaction effect. (1) Drug 1: CN(C)C1=NC(=NC(=N1)N(C)C)N(C)C. Drug 2: CC=C1C(=O)NC(C(=O)OC2CC(=O)NC(C(=O)NC(CSSCCC=C2)C(=O)N1)C(C)C)C(C)C. Cell line: CCRF-CEM. Synergy scores: CSS=2.90, Synergy_ZIP=-0.137, Synergy_Bliss=-6.20, Synergy_Loewe=-70.4, Synergy_HSA=-8.06. (2) Drug 1: CC=C1C(=O)NC(C(=O)OC2CC(=O)NC(C(=O)NC(CSSCCC=C2)C(=O)N1)C(C)C)C(C)C. Drug 2: CC(C)CN1C=NC2=C1C3=CC=CC=C3N=C2N. Cell line: K-562. Synergy scores: CSS=64.1, Synergy_ZIP=3.46, Synergy_Bliss=5.47, Synergy_Loewe=-0.188, Synergy_HSA=0.132.